This data is from Reaction yield outcomes from USPTO patents with 853,638 reactions. The task is: Predict the reaction yield, written as a fraction of the theoretical maximum amount of product (1.0 means a 100% yield; for example, 0.34 means a 34% yield). (1) The product is [I:18][C:17]1[C:9]([S:8][C:5]2[N:6]([CH3:7])[C:2]([NH:1][C:38](=[O:39])[CH2:37][C:31]3[CH:36]=[CH:35][CH:34]=[CH:33][CH:32]=3)=[C:3]([C:19]([NH2:21])=[O:20])[N:4]=2)=[CH:10][C:11]2[O:15][CH2:14][O:13][C:12]=2[CH:16]=1. The reactants are [NH2:1][C:2]1[N:6]([CH3:7])[C:5]([S:8][C:9]2[C:17]([I:18])=[CH:16][C:12]3[O:13][CH2:14][O:15][C:11]=3[CH:10]=2)=[N:4][C:3]=1[C:19]([NH2:21])=[O:20].CCN(C(C)C)C(C)C.[C:31]1([CH2:37][C:38](Cl)=[O:39])[CH:36]=[CH:35][CH:34]=[CH:33][CH:32]=1. The catalyst is C(Cl)(Cl)Cl. The yield is 0.180. (2) The reactants are [CH3:1][NH:2][CH3:3].Cl.Cl[CH2:6][C:7]1[N:16]=[C:15]([OH:17])[C:14]2[C:9](=[CH:10][C:11]([O:18][CH3:19])=[CH:12][CH:13]=2)[N:8]=1. No catalyst specified. The product is [CH3:1][N:2]([CH2:6][C:7]1[N:16]=[C:15]([OH:17])[C:14]2[C:9](=[CH:10][C:11]([O:18][CH3:19])=[CH:12][CH:13]=2)[N:8]=1)[CH3:3]. The yield is 0.970. (3) The reactants are [H-].[Na+].[C:3]([CH2:11][C:12]([O:14][CH2:15][CH3:16])=[O:13])(=[O:10])[C:4]1[CH:9]=[CH:8][CH:7]=[CH:6][CH:5]=1.[Br:17][C:18]([CH2:20]Br)=[CH2:19].O. The catalyst is CN(C=O)C.C(OCC)(=O)C. The product is [C:3]([CH:11]([CH2:20][C:18]([Br:17])=[CH2:19])[C:12]([O:14][CH2:15][CH3:16])=[O:13])(=[O:10])[C:4]1[CH:9]=[CH:8][CH:7]=[CH:6][CH:5]=1. The yield is 0.860. (4) The reactants are [H-].[Na+].[F:3][C:4]([F:38])([F:37])[C:5]1[CH:6]=[C:7]([CH:30]=[C:31]([C:33]([F:36])([F:35])[F:34])[CH:32]=1)[CH2:8][NH:9][CH2:10][C:11]1[C:12]([N:21]([CH2:24][CH:25]2[CH2:29][CH2:28][CH2:27][CH2:26]2)[CH2:22][CH3:23])=[N:13][C:14]2[C:19]([CH:20]=1)=[CH:18][CH:17]=[CH:16][CH:15]=2.[C:39](=[S:41])=[S:40].[CH3:42]I. The catalyst is C1COCC1.O. The product is [CH3:42][S:40][C:39](=[S:41])[N:9]([CH2:8][C:7]1[CH:30]=[C:31]([C:33]([F:36])([F:35])[F:34])[CH:32]=[C:5]([C:4]([F:37])([F:3])[F:38])[CH:6]=1)[CH2:10][C:11]1[C:12]([N:21]([CH2:24][CH:25]2[CH2:29][CH2:28][CH2:27][CH2:26]2)[CH2:22][CH3:23])=[N:13][C:14]2[C:19]([CH:20]=1)=[CH:18][CH:17]=[CH:16][CH:15]=2. The yield is 0.870. (5) The yield is 0.280. The product is [CH3:1][NH:2][C:3]([N:5]1[C:13]2[C:8](=[CH:9][C:10]([O:14][C:15]3[CH:20]=[CH:19][N:18]=[C:17]([NH:21][C:22]([N:49]4[CH2:50][CH2:51][CH:46]([N:40]5[CH2:45][CH2:44][CH2:43][CH2:42][CH2:41]5)[CH2:47][CH2:48]4)=[O:23])[CH:16]=3)=[CH:11][CH:12]=2)[CH:7]=[CH:6]1)=[O:4]. The catalyst is CN(C)C=O. The reactants are [CH3:1][NH:2][C:3]([N:5]1[C:13]2[C:8](=[CH:9][C:10]([O:14][C:15]3[CH:20]=[CH:19][N:18]=[C:17]([N:21](C(OC4C=CC=CC=4)=O)[C:22](=O)[O:23]C4C=CC=CC=4)[CH:16]=3)=[CH:11][CH:12]=2)[CH:7]=[CH:6]1)=[O:4].[N:40]1([CH:46]2[CH2:51][CH2:50][NH:49][CH2:48][CH2:47]2)[CH2:45][CH2:44][CH2:43][CH2:42][CH2:41]1. (6) The reactants are [OH-].[Na+].[NH2:3][C:4]1[CH:5]=[C:6]([SH:10])[CH:7]=[CH:8][CH:9]=1.[CH2:11](Cl)[C:12]1[CH:17]=[CH:16][CH:15]=[CH:14][CH:13]=1. The catalyst is O.C(O)C. The product is [CH2:11]([S:10][C:6]1[CH:5]=[C:4]([CH:9]=[CH:8][CH:7]=1)[NH2:3])[C:12]1[CH:17]=[CH:16][CH:15]=[CH:14][CH:13]=1. The yield is 0.820. (7) The reactants are [Cl:1][C:2]1[CH:11]=[C:10]([C:12]([OH:14])=O)[C:9]2[C:4](=[CH:5][CH:6]=[CH:7][CH:8]=2)[N:3]=1.[NH2:15][C:16]1[C:26]([CH3:27])=[CH:25][C:19]([C:20]([O:22][CH2:23][CH3:24])=[O:21])=[CH:18][C:17]=1[CH3:28].C(N(CC)C(C)C)(C)C.CCCP1(OP(CCC)(=O)OP(CCC)(=O)O1)=O. The catalyst is C(Cl)Cl.O. The product is [Cl:1][C:2]1[CH:11]=[C:10]([C:12]([NH:15][C:16]2[C:17]([CH3:28])=[CH:18][C:19]([C:20]([O:22][CH2:23][CH3:24])=[O:21])=[CH:25][C:26]=2[CH3:27])=[O:14])[C:9]2[C:4](=[CH:5][CH:6]=[CH:7][CH:8]=2)[N:3]=1. The yield is 0.250.